This data is from Drug-target binding data from BindingDB using IC50 measurements. The task is: Regression. Given a target protein amino acid sequence and a drug SMILES string, predict the binding affinity score between them. We predict pIC50 (pIC50 = -log10(IC50 in M); higher means more potent). Dataset: bindingdb_ic50. (1) The small molecule is COC(=O)c1ccc(/C=C(/C(=O)NCc2ccc(C(=O)Nc3ccccc3N)cc2)c2cccc(Cl)c2)cc1. The target protein (O09106) has sequence MAQTQGTKRKVCYYYDGDVGNYYYGQGHPMKPHRIRMTHNLLLNYGLYRKMEIYRPHKANAEEMTKYHSDDYIKFLRSIRPDNMSEYSKQMQRFNVGEDCPVFDGLFEFCQLSTGGSVASAVKLNKQQTDIAVNWAGGLHHAKKSEASGFCYVNDIVLAILELLKYHQRVLYIDIDIHHGDGVEEAFYTTDRVMTVSFHKYGEYFPGTGDLRDIGAGKGKYYAVNYPLRDGIDDESYEAIFKPVMSKVMEMFQPSAVVLQCGSDSLSGDRLGCFNLTIKGHAKCVEFVKSFNLPMLMLGGGGYTIRNVARCWTYETAVALDTEIPNELPYNDYFEYFGPDFKLHISPSNMTNQNTNEYLEKIKQRLFENLRMLPHAPGVQMQAIPEDAIPEESGDEDEEDPDKRISICSSDKRIACEEEFSDSDEEGEGGRKNSSNFKKAKRVKTEDEKEKDPEEKKEVTEEEKTKEEKPEAKGVKEEVKLA. The pIC50 is 5.1. (2) The compound is O=C(c1ccc(C(=O)N2CCC(N3CCCC3)CC2)c(-c2ccccc2)c1)N1CCC(N2CCCC2)CC1. The target protein (Q05BQ5) has sequence MFDGYDSCSEDTSSSSSSEESEEEVAPLPSNLPIIKNNGQVYTYPDGKSGMATCEMCGMVGVRDAFYSKTKRFCSVSCSRSYSSNSKKASILARLQGKPPTKKAKVLQKQPLVAKLAAYAQYQATLQNQAKTKAAVSMEGFSWGNYINSNSFIAAPVTCFKHAPMGTCWGDISENVRVEVPNTDCSLPTKVFWIAGIVKLAGYNALLRYEGFENDSGLDFWCNICGSDIHPVGWCAASGKPLVPPRTIQHKYTNWKAFLVKRLTGAKTLPPDFSQKVSESMQYPFKPCMRVEVVDKRHLCRTRVAVVESVIGGRLRLVYEESEDRTDDFWCHMHSPLIHHIGWSRSIGHRFKRSDITKKQDGHFDTPPHLFAKVKEVDQSGEWFKEGMKLEAIDPLNLSTICVATIRKVLADGFLMIGIDGSEAADGSDWFCYHATSPSIFPVGFCEINMIELTPPRGYTKLPFKWFDYLRETGSIAAPVKLFNKDVPNHGFRVGMKLEA.... The pIC50 is 5.0. (3) The compound is Cc1ccc2c(c1)COC(=O)N2C1CCN(CC(=O)Nc2ccc(Oc3ccccc3)cc2)CC1. The target protein (Q63634) has sequence MEFKLEEHFNKTFVTENNTAAARNAAFPAWEDYRGSVDDLQYFLIGLYTFVSLLGFMGNLLILMAVMKKRNQKTTVNFLIGNLAFSDILVVLFCSPFTLTSVLLDQWMFGKAMCHIMPFLQCVSVLVSTLILISIAIVRYHMIKHPISNNLTANHGYFLIATVWTLGFAICSPLPVFHSLVELKETFGSALLSSKYLCVESWPSDSYRIAFTISLLLVQYILPLVCLTVSHTSVCRSISCGLSHKENRLEENEMINLTLQPSKKSRNQAKTPSTQKWSYSFIRKHRRRYSKKTACVLPAPAGPSQGKHLAVPENPASVRSQLSPSSKVIPGVPICFEVKPEESSDAHEMRVKRSITRIKKRSRSVFYRLTILILVFAVSWMPLHVFHVVTDFNDNLISNRHFKLVYCICHLLGMMSCCLNPILYGFLNNGIKADLRALIHCLHMS. The pIC50 is 7.0. (4) The drug is CC[C@@H](C)[C@@H]1NC(=O)[C@@H](Cc2ccc(OC)cc2)NC(=O)[C@H](CCCCCN(O)C=O)NC(=O)[C@H]2CCCCN2C1=O. The target protein (Q8VH37) has sequence MEMPEEPANSGHSLPPVYIYSPEYVSICDSLVKVPKRASMVHSLIEAYALHKQMRIVKPKVASMEEMATFHTDAYLQHLQKVSQEGDEDHPDSIEYGLGYDCPATEGIFDYAAAIGGGTITAAQCLIDGKCKVAINWSGGWHHAKKDEASGFCYLNDAVLGILRLRRKFDRILYVDLDLHHGDGVEDAFSFTSKVMTVSLHKFSPGFFPGTGDMSDVGLGKGRYYSVNVPIQDGIQDEKYYHICESVLKEVYQAFNPKAVVLQLGADTIAGDPMCSFNMTPVGIGKCLKYVLQWQLATLILGGGGYNLANTARCWTYLTGVILGKTLSSEIPDHEFFTAYGPDYVLEITPSCRPDRNEPHRIQQILNYIKGNLKHVV. The pIC50 is 7.3.